From a dataset of NCI-60 drug combinations with 297,098 pairs across 59 cell lines. Regression. Given two drug SMILES strings and cell line genomic features, predict the synergy score measuring deviation from expected non-interaction effect. (1) Drug 2: C1=CC(=C2C(=C1NCCNCCO)C(=O)C3=C(C=CC(=C3C2=O)O)O)NCCNCCO. Drug 1: CCC1=CC2CC(C3=C(CN(C2)C1)C4=CC=CC=C4N3)(C5=C(C=C6C(=C5)C78CCN9C7C(C=CC9)(C(C(C8N6C)(C(=O)OC)O)OC(=O)C)CC)OC)C(=O)OC.C(C(C(=O)O)O)(C(=O)O)O. Synergy scores: CSS=42.0, Synergy_ZIP=-0.361, Synergy_Bliss=-1.04, Synergy_Loewe=-7.43, Synergy_HSA=1.58. Cell line: SK-MEL-5. (2) Drug 1: C1CC(=O)NC(=O)C1N2CC3=C(C2=O)C=CC=C3N. Drug 2: CC(C1=C(C=CC(=C1Cl)F)Cl)OC2=C(N=CC(=C2)C3=CN(N=C3)C4CCNCC4)N. Cell line: SF-295. Synergy scores: CSS=10.0, Synergy_ZIP=-5.98, Synergy_Bliss=-11.2, Synergy_Loewe=-22.7, Synergy_HSA=-8.88. (3) Drug 1: CN(C)C1=NC(=NC(=N1)N(C)C)N(C)C. Drug 2: C1CCC(C(C1)N)N.C(=O)(C(=O)[O-])[O-].[Pt+4]. Cell line: EKVX. Synergy scores: CSS=8.24, Synergy_ZIP=8.17, Synergy_Bliss=6.34, Synergy_Loewe=3.50, Synergy_HSA=4.31. (4) Drug 1: C1C(C(OC1N2C=C(C(=O)NC2=O)F)CO)O. Drug 2: CC=C1C(=O)NC(C(=O)OC2CC(=O)NC(C(=O)NC(CSSCCC=C2)C(=O)N1)C(C)C)C(C)C. Cell line: DU-145. Synergy scores: CSS=49.7, Synergy_ZIP=-4.03, Synergy_Bliss=0.0836, Synergy_Loewe=-17.9, Synergy_HSA=-2.04. (5) Drug 1: CN(CC1=CN=C2C(=N1)C(=NC(=N2)N)N)C3=CC=C(C=C3)C(=O)NC(CCC(=O)O)C(=O)O. Drug 2: C1=NC2=C(N1)C(=S)N=CN2. Cell line: MDA-MB-231. Synergy scores: CSS=46.2, Synergy_ZIP=0.0783, Synergy_Bliss=-4.52, Synergy_Loewe=-8.35, Synergy_HSA=-6.81. (6) Drug 2: CN(C(=O)NC(C=O)C(C(C(CO)O)O)O)N=O. Drug 1: CC1C(C(=O)NC(C(=O)N2CCCC2C(=O)N(CC(=O)N(C(C(=O)O1)C(C)C)C)C)C(C)C)NC(=O)C3=C4C(=C(C=C3)C)OC5=C(C(=O)C(=C(C5=N4)C(=O)NC6C(OC(=O)C(N(C(=O)CN(C(=O)C7CCCN7C(=O)C(NC6=O)C(C)C)C)C)C(C)C)C)N)C. Synergy scores: CSS=15.5, Synergy_ZIP=-5.95, Synergy_Bliss=-3.83, Synergy_Loewe=-4.73, Synergy_HSA=-2.27. Cell line: NCI-H226. (7) Drug 1: C1=C(C(=O)NC(=O)N1)N(CCCl)CCCl. Drug 2: CN(CC1=CN=C2C(=N1)C(=NC(=N2)N)N)C3=CC=C(C=C3)C(=O)NC(CCC(=O)O)C(=O)O. Cell line: KM12. Synergy scores: CSS=7.89, Synergy_ZIP=-7.50, Synergy_Bliss=-12.8, Synergy_Loewe=1.31, Synergy_HSA=-6.47. (8) Drug 1: CC1C(C(=O)NC(C(=O)N2CCCC2C(=O)N(CC(=O)N(C(C(=O)O1)C(C)C)C)C)C(C)C)NC(=O)C3=C4C(=C(C=C3)C)OC5=C(C(=O)C(=C(C5=N4)C(=O)NC6C(OC(=O)C(N(C(=O)CN(C(=O)C7CCCN7C(=O)C(NC6=O)C(C)C)C)C)C(C)C)C)N)C. Drug 2: N.N.Cl[Pt+2]Cl. Cell line: UACC62. Synergy scores: CSS=38.8, Synergy_ZIP=-2.86, Synergy_Bliss=-1.79, Synergy_Loewe=-5.31, Synergy_HSA=1.24. (9) Drug 1: CC1=C(N=C(N=C1N)C(CC(=O)N)NCC(C(=O)N)N)C(=O)NC(C(C2=CN=CN2)OC3C(C(C(C(O3)CO)O)O)OC4C(C(C(C(O4)CO)O)OC(=O)N)O)C(=O)NC(C)C(C(C)C(=O)NC(C(C)O)C(=O)NCCC5=NC(=CS5)C6=NC(=CS6)C(=O)NCCC[S+](C)C)O. Drug 2: C1CN(CCN1C(=O)CCBr)C(=O)CCBr. Cell line: ACHN. Synergy scores: CSS=68.3, Synergy_ZIP=-4.11, Synergy_Bliss=-4.80, Synergy_Loewe=-1.80, Synergy_HSA=0.734.